Dataset: Forward reaction prediction with 1.9M reactions from USPTO patents (1976-2016). Task: Predict the product of the given reaction. (1) The product is: [Cl-:21].[Cl-:15].[CH3:2][C:3]1[CH:14]=[CH:6][C:7]([C:7]2[CH:8]([Zr+2:19][CH:6]3[C:14]4[C:9](=[CH:10][CH:11]=[CH:12][CH:13]=4)[CH:8]=[C:7]3[C:3]3[CH:2]=[CH:8][C:9]([CH3:10])=[CH:5][CH:4]=3)[C:9]3[C:14]([CH:6]=2)=[CH:13][CH:12]=[CH:11][CH:10]=3)=[CH:5][CH:4]=1. Given the reactants [Li+].[CH3:2][CH2:3][CH2:4][CH2-:5].[CH2:6]1[C:14]2[C:9](=[CH:10][CH:11]=[CH:12][CH:13]=2)[CH:8]=[CH:7]1.[Cl-:15].[Cl-].[Cl-].[Cl-].[Zr+4:19].C(Cl)[Cl:21], predict the reaction product. (2) Given the reactants C[Al](C)C.[NH2:5][C:6]1[CH:16]=[CH:15][C:9]([C:10]([N:12]([CH3:14])[CH3:13])=[O:11])=[CH:8][N:7]=1.[Cl:17][C:18]1[C:19]([N:24]2[C:28]3=[N:29][CH:30]=[N:31][C:32]([O:33][C@@H:34]([CH2:39][O:40][CH:41]([CH3:43])[CH3:42])[C:35](OC)=[O:36])=[C:27]3[CH:26]=[N:25]2)=[N:20][CH:21]=[CH:22][CH:23]=1.CCCCCC, predict the reaction product. The product is: [Cl:17][C:18]1[C:19]([N:24]2[C:28]3=[N:29][CH:30]=[N:31][C:32]([O:33][C@@H:34]([CH2:39][O:40][CH:41]([CH3:43])[CH3:42])[C:35]([NH:5][C:6]4[CH:16]=[CH:15][C:9]([C:10]([N:12]([CH3:14])[CH3:13])=[O:11])=[CH:8][N:7]=4)=[O:36])=[C:27]3[CH:26]=[N:25]2)=[N:20][CH:21]=[CH:22][CH:23]=1. (3) Given the reactants C(OC(=O)[NH:10][CH:11]([C:19](=[O:35])[NH:20][CH:21]([CH:24]([C:26]1[O:27][C:28]2[CH:34]=[CH:33][CH:32]=[CH:31][C:29]=2[N:30]=1)[OH:25])[CH2:22][CH3:23])[CH2:12][C:13]1([CH3:18])[CH2:17][CH2:16][CH2:15][CH2:14]1)C1C=CC=CC=1, predict the reaction product. The product is: [NH2:10][C@@H:11]([CH2:12][C:13]1([CH3:18])[CH2:17][CH2:16][CH2:15][CH2:14]1)[C:19]([NH:20][C@H:21]([CH:24]([C:26]1[O:27][C:28]2[CH:34]=[CH:33][CH:32]=[CH:31][C:29]=2[N:30]=1)[OH:25])[CH2:22][CH3:23])=[O:35]. (4) Given the reactants [Br:1][C:2]1[CH:7]=[CH:6][C:5]([CH:8]2[NH:13][C:12](=[O:14])[CH2:11][CH2:10][C:9]2=[N:15]O)=[CH:4][CH:3]=1, predict the reaction product. The product is: [NH2:15][C@H:9]1[C@@H:8]([C:5]2[CH:6]=[CH:7][C:2]([Br:1])=[CH:3][CH:4]=2)[NH:13][C:12](=[O:14])[CH2:11][CH2:10]1. (5) Given the reactants [N-:1]=[N+:2]=[N-:3].[Na+].Cl[CH2:6][CH2:7][CH2:8][N:9]1[C:13]([CH3:14])=[CH:12][C:11]2[CH:15]=[C:16]([C:18]([C:20]3[CH:25]=[CH:24][C:23]([O:26][CH3:27])=[CH:22][CH:21]=3)=[O:19])[S:17][C:10]1=2.O, predict the reaction product. The product is: [N:1]([CH2:6][CH2:7][CH2:8][N:9]1[C:13]([CH3:14])=[CH:12][C:11]2[CH:15]=[C:16]([C:18]([C:20]3[CH:21]=[CH:22][C:23]([O:26][CH3:27])=[CH:24][CH:25]=3)=[O:19])[S:17][C:10]1=2)=[N+:2]=[N-:3]. (6) Given the reactants [Na].[N:2]1[CH:7]=[CH:6][CH:5]=[C:4]([C:8]#[N:9])[N:3]=1.[Cl-].[NH4+:11], predict the reaction product. The product is: [N:2]1[CH:7]=[CH:6][CH:5]=[C:4]([C:8]([NH2:11])=[NH:9])[N:3]=1. (7) Given the reactants Br[C:2]1[S:3][CH:4]=[CH:5][C:6]=1[CH3:7].[Li]CCCC.C(O[B:17]1[O:21][C:20]([CH3:23])([CH3:22])[C:19]([CH3:25])([CH3:24])[O:18]1)(C)C, predict the reaction product. The product is: [CH3:24][C:19]1([CH3:25])[C:20]([CH3:23])([CH3:22])[O:21][B:17]([C:2]2[S:3][CH:4]=[CH:5][C:6]=2[CH3:7])[O:18]1. (8) Given the reactants C([Mg]Cl)(C)C.Br[C:7]1[S:11][CH:10]=[N:9][CH:8]=1.[CH3:12][C:13]1[CH:20]=[C:19]([CH3:21])[CH:18]=[CH:17][C:14]=1[C:15]#[N:16].[BH4-].[Na+].[NH4+].[Cl-], predict the reaction product. The product is: [CH3:12][C:13]1[CH:20]=[C:19]([CH3:21])[CH:18]=[CH:17][C:14]=1[CH:15]([C:7]1[S:11][CH:10]=[N:9][CH:8]=1)[NH2:16]. (9) Given the reactants [CH3:1][C:2]([C:10]1[CH:11]=[C:12]([OH:17])[C:13](Br)=[CH:14][CH:15]=1)([CH3:9])[CH2:3][CH2:4][CH2:5][CH2:6][CH2:7][CH3:8].C(=O)([O-])[O-].[Na+].[Na+].[Cl:24][C:25]1[CH:26]=[C:27](B(O)O)[CH:28]=[C:29]([Cl:31])[CH:30]=1.CCOC(C)=O, predict the reaction product. The product is: [Cl:24][C:25]1[CH:26]=[C:27]([C:13]2[C:12]([OH:17])=[CH:11][C:10]([C:2]([CH3:9])([CH3:1])[CH2:3][CH2:4][CH2:5][CH2:6][CH2:7][CH3:8])=[CH:15][CH:14]=2)[CH:28]=[C:29]([Cl:31])[CH:30]=1. (10) Given the reactants [Ca].[OH:2][CH2:3][CH2:4][NH:5][C:6](=[O:31])[C:7]1[CH:12]=[CH:11][C:10]([N:13]2[CH2:17][CH2:16][C@H:15]([NH:18][C@@H:19]([C:21]3[C:30]4[C:25](=[CH:26][CH:27]=[CH:28][CH:29]=4)[CH:24]=[CH:23][CH:22]=3)[CH3:20])[CH2:14]2)=[CH:9][CH:8]=1.[ClH:32], predict the reaction product. The product is: [ClH:32].[OH:2][CH2:3][CH2:4][NH:5][C:6](=[O:31])[C:7]1[CH:12]=[CH:11][C:10]([N:13]2[CH2:17][CH2:16][C@H:15]([NH:18][C@@H:19]([C:21]3[C:30]4[C:25](=[CH:26][CH:27]=[CH:28][CH:29]=4)[CH:24]=[CH:23][CH:22]=3)[CH3:20])[CH2:14]2)=[CH:9][CH:8]=1.